From a dataset of Forward reaction prediction with 1.9M reactions from USPTO patents (1976-2016). Predict the product of the given reaction. Given the reactants [C:1]([C:4]1[C:5]([OH:13])=[C:6]([CH:10]=[CH:11][CH:12]=1)[C:7]([OH:9])=[O:8])(=[O:3])[CH3:2].OS(O)(=O)=O.[CH3:19]O, predict the reaction product. The product is: [C:1]([C:4]1[C:5]([OH:13])=[C:6]([CH:10]=[CH:11][CH:12]=1)[C:7]([O:9][CH3:19])=[O:8])(=[O:3])[CH3:2].